Predict the reactants needed to synthesize the given product. From a dataset of Full USPTO retrosynthesis dataset with 1.9M reactions from patents (1976-2016). (1) The reactants are: [Cl:1][C:2]1[CH:7]=[CH:6][C:5]([C@H:8]2[N:15]3[C:11]([S:12][C:13]([C:19]([N:21]4[C@H:28]([CH3:29])[CH2:27][CH2:26][C@H:22]4[C:23](O)=[O:24])=[O:20])=[C:14]3[CH:16]([CH3:18])[CH3:17])=[N:10][C@:9]2([C:31]2[CH:36]=[CH:35][C:34]([Cl:37])=[CH:33][CH:32]=2)[CH3:30])=[CH:4][CH:3]=1.Cl.[CH3:39][C@@H:40]1[CH2:45][NH:44][CH2:43][CH2:42][N:41]1[C:46](=[O:48])[CH3:47]. Given the product [C:46]([N:41]1[CH2:42][CH2:43][N:44]([C:23]([C@@H:22]2[CH2:26][CH2:27][C@@H:28]([CH3:29])[N:21]2[C:19]([C:13]2[S:12][C:11]3=[N:10][C@:9]([C:31]4[CH:36]=[CH:35][C:34]([Cl:37])=[CH:33][CH:32]=4)([CH3:30])[C@@H:8]([C:5]4[CH:6]=[CH:7][C:2]([Cl:1])=[CH:3][CH:4]=4)[N:15]3[C:14]=2[CH:16]([CH3:18])[CH3:17])=[O:20])=[O:24])[CH2:45][C@H:40]1[CH3:39])(=[O:48])[CH3:47], predict the reactants needed to synthesize it. (2) Given the product [CH2:20]([NH:24][C:17](=[O:19])/[CH:16]=[CH:15]/[C:10]1[CH:11]=[CH:12][CH:13]=[CH:14][C:9]=1[S:8][C:5]1[CH:4]=[CH:3][C:2]([Cl:1])=[CH:7][CH:6]=1)[CH2:21][CH2:22][CH3:23], predict the reactants needed to synthesize it. The reactants are: [Cl:1][C:2]1[CH:7]=[CH:6][C:5]([S:8][C:9]2[CH:14]=[CH:13][CH:12]=[CH:11][C:10]=2[CH:15]=[CH:16][C:17]([OH:19])=O)=[CH:4][CH:3]=1.[CH2:20]([NH2:24])[CH2:21][CH2:22][CH3:23]. (3) Given the product [CH3:9][O:8][C:7]1[CH:6]=[CH:5][C:4]([C:10]2[O:11][C:12]3[CH:18]=[CH:17][C:16]([C:19]4[CH:24]=[CH:23][C:22]([F:25])=[C:21]([F:26])[CH:20]=4)=[CH:15][C:13]=3[N:14]=2)=[CH:3][C:2]=1[N:1]1[C:36](=[O:37])[C:30]2[C:29](=[CH:28][CH:27]=[C:32]([C:33]([OH:35])=[O:34])[CH:31]=2)[C:39]1=[O:38], predict the reactants needed to synthesize it. The reactants are: [NH2:1][C:2]1[CH:3]=[C:4]([C:10]2[O:11][C:12]3[CH:18]=[CH:17][C:16]([C:19]4[CH:24]=[CH:23][C:22]([F:25])=[C:21]([F:26])[CH:20]=4)=[CH:15][C:13]=3[N:14]=2)[CH:5]=[CH:6][C:7]=1[O:8][CH3:9].[CH:27]1[C:32]([C:33]([OH:35])=[O:34])=[CH:31][C:30]2[C:36]([O:38][C:39](=O)[C:29]=2[CH:28]=1)=[O:37]. (4) Given the product [CH3:27][O:28]/[N:29]=[C:12](\[C:10]1[N:11]=[C:7]([C:1]2[CH:6]=[CH:5][CH:4]=[CH:3][CH:2]=2)[S:8][CH:9]=1)/[C:14]1[CH:19]=[C:18]([O:20][CH3:21])[C:17]([O:22][CH3:23])=[C:16]([O:24][CH3:25])[CH:15]=1, predict the reactants needed to synthesize it. The reactants are: [C:1]1([C:7]2[S:8][CH:9]=[C:10]([C:12]([C:14]3[CH:19]=[C:18]([O:20][CH3:21])[C:17]([O:22][CH3:23])=[C:16]([O:24][CH3:25])[CH:15]=3)=O)[N:11]=2)[CH:6]=[CH:5][CH:4]=[CH:3][CH:2]=1.Cl.[CH3:27][O:28][NH2:29]. (5) Given the product [Br:1][C:2]1[CH:7]=[CH:6][C:5]([C:8]2[N:13]=[C:12]3[CH:14]=[C:15]([O:32][C@H:30]4[C@H:29]5[O:33][CH2:34][C@@H:35]([OH:36])[C@H:28]5[O:27][CH2:31]4)[N:16]([CH2:17][O:18][CH2:19][CH2:20][Si:21]([CH3:24])([CH3:23])[CH3:22])[C:11]3=[CH:10][C:9]=2[Cl:26])=[CH:4][CH:3]=1, predict the reactants needed to synthesize it. The reactants are: [Br:1][C:2]1[CH:7]=[CH:6][C:5]([C:8]2[N:13]=[C:12]3[CH:14]=[C:15](Cl)[N:16]([CH2:17][O:18][CH2:19][CH2:20][Si:21]([CH3:24])([CH3:23])[CH3:22])[C:11]3=[CH:10][C:9]=2[Cl:26])=[CH:4][CH:3]=1.[O:27]1[CH2:31][C@@H:30]([OH:32])[C@H:29]2[O:33][CH2:34][C@@H:35]([OH:36])[C@@H:28]12.C(=O)([O-])[O-].[Cs+].[Cs+]. (6) Given the product [OH:1][C:2]1(/[CH:17]=[CH:18]/[C:19](/[CH2:26][CH2:27][CH3:28])=[CH:20]\[C:21]([O:23][CH2:24][CH3:25])=[O:22])[C:13]([CH3:15])([CH3:14])[CH2:12][C:5](=[O:6])[CH:4]=[C:3]1[CH3:16], predict the reactants needed to synthesize it. The reactants are: [OH:1][C:2]1(/[CH:17]=[CH:18]/[C:19](/[CH2:26][CH2:27][CH3:28])=[CH:20]\[C:21]([O:23][CH2:24][CH3:25])=[O:22])[C:13]([CH3:15])([CH3:14])[CH2:12][C:5]2(OC(C)C(C)[O:6]2)[CH:4]=[C:3]1[CH3:16].O.